This data is from Peptide-MHC class I binding affinity with 185,985 pairs from IEDB/IMGT. The task is: Regression. Given a peptide amino acid sequence and an MHC pseudo amino acid sequence, predict their binding affinity value. This is MHC class I binding data. (1) The peptide sequence is TVFRNQNRV. The MHC is HLA-B15:01 with pseudo-sequence HLA-B15:01. The binding affinity (normalized) is 0.0847. (2) The peptide sequence is FLQRTDLSY. The MHC is HLA-A01:01 with pseudo-sequence HLA-A01:01. The binding affinity (normalized) is 0.714. (3) The peptide sequence is WMLGTGVYL. The MHC is HLA-A02:50 with pseudo-sequence YFAMYGEKVAHTHVDTLYIRYHYYTWAVWAYTWY. The binding affinity (normalized) is 0.820. (4) The peptide sequence is CPAEIVDTV. The MHC is HLA-A30:02 with pseudo-sequence HLA-A30:02. The binding affinity (normalized) is 0.